This data is from Reaction yield outcomes from USPTO patents with 853,638 reactions. The task is: Predict the reaction yield, written as a fraction of the theoretical maximum amount of product (1.0 means a 100% yield; for example, 0.34 means a 34% yield). (1) The reactants are C1C2C(COC([NH:18][CH2:19][C:20]([CH3:69])([CH3:68])[C:21]([NH:23][C@H:24]([C:28]([N:30]([CH3:67])[C@@H:31]([C@@H:63]([CH3:66])[CH2:64][CH3:65])[C@H:32]([O:61][CH3:62])[CH2:33][C:34]([N:36]3[CH2:40][CH2:39][CH2:38][C@H:37]3[C@H:41]([O:59][CH3:60])[C@@H:42]([CH3:58])[C:43]([NH:45][C@H:46]([C:54]([O:56][CH3:57])=[O:55])[CH2:47][C:48]3[CH:53]=[CH:52][CH:51]=[CH:50][CH:49]=3)=[O:44])=[O:35])=[O:29])[CH:25]([CH3:27])[CH3:26])=[O:22])=O)C3C(=CC=CC=3)C=2C=CC=1.C1COCC1.C(NCC)C. No catalyst specified. The product is [NH2:18][CH2:19][C:20]([CH3:69])([CH3:68])[C:21]([NH:23][C@H:24]([C:28]([N:30]([CH3:67])[C@@H:31]([C@@H:63]([CH3:66])[CH2:64][CH3:65])[C@H:32]([O:61][CH3:62])[CH2:33][C:34]([N:36]1[CH2:40][CH2:39][CH2:38][C@H:37]1[C@H:41]([O:59][CH3:60])[C@@H:42]([CH3:58])[C:43]([NH:45][C@H:46]([C:54]([O:56][CH3:57])=[O:55])[CH2:47][C:48]1[CH:49]=[CH:50][CH:51]=[CH:52][CH:53]=1)=[O:44])=[O:35])=[O:29])[CH:25]([CH3:27])[CH3:26])=[O:22]. The yield is 0.560. (2) The reactants are [Br:1][C:2]1[CH:7]=[CH:6][C:5](I)=[CH:4][CH:3]=1.C([Mg]Br)C.C(OCC)C.[C:18]([NH:21][CH2:22][C:23]([CH3:25])=[O:24])(=[O:20])[CH3:19]. The catalyst is C1COCC1. The product is [Br:1][C:2]1[CH:7]=[CH:6][C:5]([C:23]([OH:24])([CH3:25])[CH2:22][NH:21][C:18](=[O:20])[CH3:19])=[CH:4][CH:3]=1. The yield is 0.130.